Dataset: Reaction yield outcomes from USPTO patents with 853,638 reactions. Task: Predict the reaction yield, written as a fraction of the theoretical maximum amount of product (1.0 means a 100% yield; for example, 0.34 means a 34% yield). (1) The reactants are O1[C:5]2([CH2:10][CH2:9][N:8]([C:11]3[CH:16]=[CH:15][C:14]([N:17]4[C:22](=[O:23])[C:21]([CH2:24][C:25]5[CH:30]=[CH:29][C:28]([C:31]6[CH:36]=[CH:35][CH:34]=[CH:33][C:32]=6[C:37]6[NH:41][C:40](=[O:42])[O:39][N:38]=6)=[CH:27][CH:26]=5)=[C:20]([CH2:43][CH2:44][CH3:45])[N:19]=[C:18]4[CH2:46][CH3:47])=[CH:13][CH:12]=3)[CH2:7][CH2:6]2)[O:4]CC1. The catalyst is O1CCCC1.C(OCC)(=O)C. The product is [CH2:46]([C:18]1[N:17]([C:14]2[CH:13]=[CH:12][C:11]([N:8]3[CH2:9][CH2:10][C:5](=[O:4])[CH2:6][CH2:7]3)=[CH:16][CH:15]=2)[C:22](=[O:23])[C:21]([CH2:24][C:25]2[CH:30]=[CH:29][C:28]([C:31]3[CH:36]=[CH:35][CH:34]=[CH:33][C:32]=3[C:37]3[NH:41][C:40](=[O:42])[O:39][N:38]=3)=[CH:27][CH:26]=2)=[C:20]([CH2:43][CH2:44][CH3:45])[N:19]=1)[CH3:47]. The yield is 0.380. (2) The reactants are [Br:1][C:2]1[CH:3]=[C:4]([OH:8])[CH:5]=[N:6][CH:7]=1.C([O-])([O-])=O.[K+].[K+].I[CH2:16][CH3:17]. The catalyst is CN(C=O)C. The product is [Br:1][C:2]1[CH:7]=[N:6][CH:5]=[C:4]([O:8][CH2:16][CH3:17])[CH:3]=1. The yield is 0.542.